Task: Predict the reactants needed to synthesize the given product.. Dataset: Full USPTO retrosynthesis dataset with 1.9M reactions from patents (1976-2016) Given the product [CH3:10][C:9]([CH3:12])([CH2:8][CH:6]([CH3:5])[CH2:7][C:2]([CH3:4])([CH3:3])[CH3:1])[CH3:11], predict the reactants needed to synthesize it. The reactants are: [CH3:1][C:2](=[CH2:4])[CH3:3].[CH3:5][C:6]([CH2:8][C:9]([CH3:12])([CH3:11])[CH3:10])=[CH2:7].CC(C)=CC(CC(C)(C)C)(C)C.CC(CCC(CCC(CC=C(C)C)C)C)C.[H][H].